From a dataset of Full USPTO retrosynthesis dataset with 1.9M reactions from patents (1976-2016). Predict the reactants needed to synthesize the given product. (1) Given the product [N:1]([CH2:4][C@@H:5]1[C@@H:9]([O:10][C:44]([C:43]2[CH:42]=[CH:41][C:40]([N+:37]([O-:39])=[O:38])=[CH:48][CH:47]=2)=[O:45])[CH2:8][CH2:7][N:6]1[C:11]([O:13][C:14]([CH3:17])([CH3:16])[CH3:15])=[O:12])=[N+:2]=[N-:3], predict the reactants needed to synthesize it. The reactants are: [N:1]([CH2:4][C@@H:5]1[C@@H:9]([OH:10])[CH2:8][CH2:7][N:6]1[C:11]([O:13][C:14]([CH3:17])([CH3:16])[CH3:15])=[O:12])=[N+:2]=[N-:3].C1(P(C2C=CC=CC=2)C2C=CC=CC=2)C=CC=CC=1.[N+:37]([C:40]1[CH:48]=[CH:47][C:43]([C:44](O)=[O:45])=[CH:42][CH:41]=1)([O-:39])=[O:38].N(C(OCC)=O)=NC(OCC)=O. (2) Given the product [CH3:34][C:31]1[N:32]=[N:33][N:29]([CH2:28][C:19]2[CH:20]=[C:21]([C:24]([F:27])([F:25])[F:26])[CH:22]=[CH:23][C:18]=2/[CH:17]=[CH:16]/[C:15]([N:14]2[CH2:13][CH2:12][NH:11][CH2:10][C@H:9]2[CH3:8])=[O:35])[N:30]=1.[F:4][C:3]([F:6])([F:5])[C:1]([O-:7])=[O:2], predict the reactants needed to synthesize it. The reactants are: [C:1]([OH:7])([C:3]([F:6])([F:5])[F:4])=[O:2].[CH3:8][C@H:9]1[N:14]([C:15](=[O:35])/[CH:16]=[CH:17]/[C:18]2[CH:23]=[CH:22][C:21]([C:24]([F:27])([F:26])[F:25])=[CH:20][C:19]=2[CH2:28][N:29]2[N:33]=[N:32][C:31]([CH3:34])=[N:30]2)[CH2:13][CH2:12][N:11](CC(OC(C)(C)C)=O)[CH2:10]1.C1(C)C=CC=CC=1. (3) Given the product [CH2:1]([S:3]([C:6]1[CH:7]=[C:8]([C:12]2[C:17]3[C:18]4[CH:24]=[C:23]([CH3:25])[CH:22]=[N:21][C:19]=4[NH:20][C:16]=3[C:15]([C:26]([NH2:27])=[O:28])=[N:14][CH:13]=2)[CH:9]=[CH:10][CH:11]=1)(=[O:4])=[O:5])[CH3:2], predict the reactants needed to synthesize it. The reactants are: [CH2:1]([S:3]([C:6]1[CH:7]=[C:8]([C:12]2[C:17]3[C:18]4[CH:24]=[C:23]([CH3:25])[CH:22]=[N:21][C:19]=4[NH:20][C:16]=3[C:15]([C:26]#[N:27])=[N:14][CH:13]=2)[CH:9]=[CH:10][CH:11]=1)(=[O:5])=[O:4])[CH3:2].[OH-:28].[K+]. (4) Given the product [C:32]([O:36][C:37]([N:39]1[CH2:44][CH2:43][CH:42]([N:45]([C:20]2[S:21][C:17](=[CH:16][C:12]3[CH:11]=[C:10]4[C:15](=[CH:14][CH:13]=3)[N:7]([CH2:6][C:5]3[CH:26]=[CH:27][C:2]([Cl:1])=[CH:3][C:4]=3[C:28]([F:29])([F:31])[F:30])[N:8]=[CH:9]4)[C:18](=[O:25])[N:19]=2)[CH3:46])[CH:41]([F:47])[CH2:40]1)=[O:38])([CH3:35])([CH3:34])[CH3:33], predict the reactants needed to synthesize it. The reactants are: [Cl:1][C:2]1[CH:27]=[CH:26][C:5]([CH2:6][N:7]2[C:15]3[C:10](=[CH:11][C:12]([CH:16]=[C:17]4[S:21][C:20](SCC)=[N:19][C:18]4=[O:25])=[CH:13][CH:14]=3)[CH:9]=[N:8]2)=[C:4]([C:28]([F:31])([F:30])[F:29])[CH:3]=1.[C:32]([O:36][C:37]([N:39]1[CH2:44][CH2:43][CH:42]([NH:45][CH3:46])[CH:41]([F:47])[CH2:40]1)=[O:38])([CH3:35])([CH3:34])[CH3:33]. (5) Given the product [C:1]([O:5][C:6](=[O:33])[CH:7]([NH:17][C:18]([C:20]1[CH:21]=[CH:22][C:23]([C:26]2[CH:27]=[CH:28][C:29]([NH:32][C:39]([C:35]3[O:34][CH:38]=[CH:37][CH:36]=3)=[O:40])=[CH:30][CH:31]=2)=[CH:24][CH:25]=1)=[O:19])[CH2:8][CH2:9][C:10]([O:12][C:13]([CH3:16])([CH3:15])[CH3:14])=[O:11])([CH3:2])([CH3:3])[CH3:4], predict the reactants needed to synthesize it. The reactants are: [C:1]([O:5][C:6](=[O:33])[CH:7]([NH:17][C:18]([C:20]1[CH:25]=[CH:24][C:23]([C:26]2[CH:31]=[CH:30][C:29]([NH2:32])=[CH:28][CH:27]=2)=[CH:22][CH:21]=1)=[O:19])[CH2:8][CH2:9][C:10]([O:12][C:13]([CH3:16])([CH3:15])[CH3:14])=[O:11])([CH3:4])([CH3:3])[CH3:2].[O:34]1[CH:38]=[CH:37][CH:36]=[C:35]1[C:39](O)=[O:40].CN([P+](ON1N=NC2C=CC=CC1=2)(N(C)C)N(C)C)C.F[P-](F)(F)(F)(F)F.CCN(C(C)C)C(C)C.